This data is from Reaction yield outcomes from USPTO patents with 853,638 reactions. The task is: Predict the reaction yield, written as a fraction of the theoretical maximum amount of product (1.0 means a 100% yield; for example, 0.34 means a 34% yield). (1) The reactants are COC1C=CC(C[N:8]2[C:12]3=[N:13][CH:14]=[CH:15][C:16]([O:17][C:18]4[CH:23]=[CH:22][C:21]([NH:24][C:25]([C:27]5[C:28](=[O:40])[N:29]([C:33]6[CH:38]=[CH:37][C:36]([F:39])=[CH:35][CH:34]=6)[N:30]=[CH:31][CH:32]=5)=[O:26])=[CH:20][C:19]=4[F:41])=[C:11]3[C:10]([N:42]3[CH2:47][CH2:46][CH:45]([N:48]([CH3:50])[CH3:49])[CH2:44][CH2:43]3)=[N:9]2)=CC=1.C(O)(C(F)(F)F)=O. No catalyst specified. The product is [CH3:49][N:48]([CH3:50])[CH:45]1[CH2:44][CH2:43][N:42]([C:10]2[C:11]3[C:12](=[N:13][CH:14]=[CH:15][C:16]=3[O:17][C:18]3[CH:23]=[CH:22][C:21]([NH:24][C:25]([C:27]4[C:28](=[O:40])[N:29]([C:33]5[CH:34]=[CH:35][C:36]([F:39])=[CH:37][CH:38]=5)[N:30]=[CH:31][CH:32]=4)=[O:26])=[CH:20][C:19]=3[F:41])[NH:8][N:9]=2)[CH2:47][CH2:46]1. The yield is 0.666. (2) The reactants are [OH:1][C:2]([C:12]1[S:13][CH:14]=[CH:15][CH:16]=1)([C:7]1[S:8][CH:9]=[CH:10][CH:11]=1)[C:3]([O:5][CH3:6])=[O:4].O[C@H]1[CH2:23][CH2:22][C@H:21]([N:24]([CH3:32])[C:25](=[O:31])[O:26][C:27]([CH3:30])([CH3:29])[CH3:28])[CH2:20][CH2:19]1.[H-].[Na+]. The catalyst is C1(C)C=CC=CC=1. The product is [OH:1][C:2]([C:7]1[S:8][CH:9]=[CH:10][CH:11]=1)([C:12]1[S:13][CH:14]=[CH:15][CH:16]=1)[C:3]([O:5][C@H:6]1[CH2:23][CH2:22][C@H:21]([N:24]([C:25]([O:26][C:27]([CH3:29])([CH3:28])[CH3:30])=[O:31])[CH3:32])[CH2:20][CH2:19]1)=[O:4]. The yield is 0.690. (3) The reactants are [Cl:1][C:2]1[C:34]([O:35][CH3:36])=[CH:33][C:32]([C:37](=[O:40])[NH:38][CH3:39])=[CH:31][C:3]=1[CH2:4][CH2:5][C:6]1[CH:7]=[N:8][C:9]([NH:12][C:13]2[CH:14]=[N:15][N:16]([CH:18]3[CH2:23][CH2:22][N:21](C(OC(C)(C)C)=O)[CH2:20][CH2:19]3)[CH:17]=2)=[N:10][CH:11]=1. The catalyst is CO.Cl. The product is [Cl:1][C:2]1[C:3]([CH2:4][CH2:5][C:6]2[CH:7]=[N:8][C:9]([NH:12][C:13]3[CH:14]=[N:15][N:16]([CH:18]4[CH2:23][CH2:22][NH:21][CH2:20][CH2:19]4)[CH:17]=3)=[N:10][CH:11]=2)=[CH:31][C:32]([C:37]([NH:38][CH3:39])=[O:40])=[CH:33][C:34]=1[O:35][CH3:36]. The yield is 0.697. (4) The reactants are [F:1][C:2]1([F:17])[O:6][C:5]2[CH:7]=[CH:8][C:9]([C:11]3([C:14]([OH:16])=O)[CH2:13][CH2:12]3)=[CH:10][C:4]=2[O:3]1.S(Cl)(Cl)=O.[CH3:22][C:23]1[CH:24]=[CH:25][C:26]([NH2:29])=[N:27][CH:28]=1.C(N(CC)CC)C. The catalyst is ClCCl.CN(C)C=O. The product is [F:17][C:2]1([F:1])[O:6][C:5]2[CH:7]=[CH:8][C:9]([C:11]3([C:14]([NH:29][C:26]4[CH:25]=[CH:24][C:23]([CH3:22])=[CH:28][N:27]=4)=[O:16])[CH2:12][CH2:13]3)=[CH:10][C:4]=2[O:3]1. The yield is 0.487. (5) The reactants are [Br:1][C:2]1[CH:3]=[C:4]2[C:9](=[CH:10][CH:11]=1)[N:8]([C:12](=[O:17])[C:13]([F:16])([F:15])[F:14])[C@@H:7]([CH3:18])[CH2:6][NH:5]2.N1C=CC=CC=1.[F:25][C:26]1[CH:34]=[CH:33][CH:32]=[CH:31][C:27]=1[C:28](Cl)=[O:29]. The catalyst is ClCCl. The product is [Br:1][C:2]1[CH:3]=[C:4]2[C:9](=[CH:10][CH:11]=1)[N:8]([C:12](=[O:17])[C:13]([F:14])([F:16])[F:15])[C@@H:7]([CH3:18])[CH2:6][N:5]2[C:28](=[O:29])[C:27]1[CH:31]=[CH:32][CH:33]=[CH:34][C:26]=1[F:25]. The yield is 1.00. (6) The reactants are [NH2:1][C:2]1[CH:7]=[C:6]([O:8][C:9]2[CH:10]=[CH:11][C:12]([NH:15][C:16]([C:18]3[C:19](=[O:31])[N:20]([C:25]4[CH:30]=[CH:29][CH:28]=[CH:27][CH:26]=4)[N:21]([CH3:24])[C:22]=3[CH3:23])=[O:17])=[N:13][CH:14]=2)[CH:5]=[CH:4][N:3]=1.CCN(CC)CC.[C:39](OC(=O)C)(=[O:41])[CH3:40]. No catalyst specified. The product is [C:39]([NH:1][C:2]1[CH:7]=[C:6]([O:8][C:9]2[CH:10]=[CH:11][C:12]([NH:15][C:16]([C:18]3[C:19](=[O:31])[N:20]([C:25]4[CH:26]=[CH:27][CH:28]=[CH:29][CH:30]=4)[N:21]([CH3:24])[C:22]=3[CH3:23])=[O:17])=[N:13][CH:14]=2)[CH:5]=[CH:4][N:3]=1)(=[O:41])[CH3:40]. The yield is 0.601.